From a dataset of Full USPTO retrosynthesis dataset with 1.9M reactions from patents (1976-2016). Predict the reactants needed to synthesize the given product. (1) Given the product [CH3:1][C:2]([N:9]1[CH2:14][CH2:13][CH:12]([NH:33][CH2:32][C:29]2[CH:30]=[CH:31][C:26]([C:23]3[CH:24]=[CH:25][C:20]([O:19][C:18]([F:17])([F:34])[F:35])=[CH:21][CH:22]=3)=[CH:27][CH:28]=2)[CH2:11][CH2:10]1)([CH3:8])[C:3]([O:5][CH2:6][CH3:7])=[O:4], predict the reactants needed to synthesize it. The reactants are: [CH3:1][C:2]([N:9]1[CH2:14][CH2:13][C:12](=O)[CH2:11][CH2:10]1)([CH3:8])[C:3]([O:5][CH2:6][CH3:7])=[O:4].Cl.[F:17][C:18]([F:35])([F:34])[O:19][C:20]1[CH:25]=[CH:24][C:23]([C:26]2[CH:31]=[CH:30][C:29]([CH2:32][NH2:33])=[CH:28][CH:27]=2)=[CH:22][CH:21]=1.C(O)(=O)C.C(O[BH-](OC(=O)C)OC(=O)C)(=O)C.[Na+].C(=O)([O-])[O-].[Na+].[Na+]. (2) Given the product [CH2:12]([O:14][C:15](=[O:21])[CH:16]([CH2:23][C:24]1[CH:29]=[CH:28][C:27]([O:30][CH3:31])=[CH:26][CH:25]=1)[C:17](=[O:20])[CH2:18][CH3:19])[CH3:13], predict the reactants needed to synthesize it. The reactants are: CC(C)([O-])C.[K+].C(O)(C)(C)C.[CH2:12]([O:14][C:15](=[O:21])[CH2:16][C:17](=[O:20])[CH2:18][CH3:19])[CH3:13].Cl[CH2:23][C:24]1[CH:29]=[CH:28][C:27]([O:30][CH3:31])=[CH:26][CH:25]=1. (3) The reactants are: Br[C:2]1([Br:10])[CH:9]2[CH:3]1[CH2:4][CH2:5][CH2:6][CH2:7][CH2:8]2.[CH2:11]([OH:15])[CH2:12][CH:13]=[CH2:14].CCOC(C)=O. Given the product [Br:10][C:2]1=[CH:3][CH2:4][CH2:5][CH2:6][CH2:7][CH2:8][CH:9]1[O:15][CH2:11][CH2:12][CH:13]=[CH2:14], predict the reactants needed to synthesize it. (4) Given the product [CH3:1][O:2][C:3]([C:5]1[CH:6]=[C:7]2[C:12](=[CH:13][CH:14]=1)[CH2:11][N:10]([CH3:15])[CH2:9][CH2:8]2)=[O:4], predict the reactants needed to synthesize it. The reactants are: [CH3:1][O:2][C:3]([C:5]1[CH:6]=[C:7]2[C:12](=[CH:13][CH:14]=1)[CH2:11][N:10]([C:15](OC(C)(C)C)=O)[CH2:9][CH2:8]2)=[O:4].FC(F)(F)C(O)=O. (5) Given the product [CH:31]([N:14]([CH2:13][C@H:11]1[C@H:10]([NH:34][CH2:36][C:37](=[O:38])[NH:39][CH:40]2[CH2:45][CH2:44][O:43][CH2:42][CH2:41]2)[CH2:9][NH:8][CH2:12]1)[C:15](=[O:30])[C:16]1[CH:21]=[CH:20][C:19]([O:22][CH3:23])=[C:18]([O:24][CH2:25][CH2:26][CH2:27][O:28][CH3:29])[CH:17]=1)([CH3:32])[CH3:33], predict the reactants needed to synthesize it. The reactants are: C(OC([N:8]1[CH2:12][C@@H:11]([CH2:13][N:14]([CH:31]([CH3:33])[CH3:32])[C:15](=[O:30])[C:16]2[CH:21]=[CH:20][C:19]([O:22][CH3:23])=[C:18]([O:24][CH2:25][CH2:26][CH2:27][O:28][CH3:29])[CH:17]=2)[C@H:10]([NH2:34])[CH2:9]1)=O)(C)(C)C.Br[CH2:36][C:37]([NH:39][CH:40]1[CH2:45][CH2:44][O:43][CH2:42][CH2:41]1)=[O:38].CC#N.O. (6) Given the product [NH:8]1[CH2:13][CH2:12][CH:11]([NH:14][C:15]([C:17]2[C:18]3[CH2:19][C@H:20]4[CH2:33][C@H:21]4[C:22]=3[N:23]([C:25]3[CH:30]=[CH:29][C:28]([F:31])=[CH:27][C:26]=3[F:32])[N:24]=2)=[O:16])[CH2:10][CH2:9]1, predict the reactants needed to synthesize it. The reactants are: C(OC([N:8]1[CH2:13][CH2:12][CH:11]([NH:14][C:15]([C:17]2[C:18]3[CH2:19][C@H:20]4[CH2:33][C@H:21]4[C:22]=3[N:23]([C:25]3[CH:30]=[CH:29][C:28]([F:31])=[CH:27][C:26]=3[F:32])[N:24]=2)=[O:16])[CH2:10][CH2:9]1)=O)(C)(C)C. (7) Given the product [CH2:1]([O:3][C:4](=[O:14])[C:19]1[CH:20]=[CH:21][C:16]([NH:15][CH:6]=[C:5]([C:4]([O:3][CH2:1][CH3:2])=[O:14])[S:10]([CH3:13])(=[O:11])=[O:12])=[CH:17][CH:18]=1)[CH3:2], predict the reactants needed to synthesize it. The reactants are: [CH2:1]([O:3][C:4](=[O:14])[C:5]([S:10]([CH3:13])(=[O:12])=[O:11])=[CH:6]OCC)[CH3:2].[NH2:15][C:16]1[CH:21]=[CH:20][CH:19]=[CH:18][CH:17]=1. (8) Given the product [NH2:7][CH2:6][C:5]1[CH:14]=[CH:15][C:2]([Cl:1])=[C:3]([C:16]2[NH:20][C:19](=[O:21])[N:18]([C:22]3[CH:27]=[CH:26][C:25]([CH3:28])=[C:24]([Cl:29])[CH:23]=3)[N:17]=2)[CH:4]=1, predict the reactants needed to synthesize it. The reactants are: [Cl:1][C:2]1[CH:15]=[CH:14][C:5]([CH2:6][NH:7]C(=O)C(F)(F)F)=[CH:4][C:3]=1[C:16]1[NH:20][C:19](=[O:21])[N:18]([C:22]2[CH:27]=[CH:26][C:25]([CH3:28])=[C:24]([Cl:29])[CH:23]=2)[N:17]=1.[OH-].[K+].O. (9) Given the product [CH3:1][S:2]([O:11][CH2:10][C:9]([CH3:13])([CH3:12])[CH2:8][C:7]([F:15])([F:14])[F:6])(=[O:4])=[O:3], predict the reactants needed to synthesize it. The reactants are: [CH3:1][S:2](Cl)(=[O:4])=[O:3].[F:6][C:7]([F:15])([F:14])[CH2:8][C:9]([CH3:13])([CH3:12])[CH2:10][OH:11].